From a dataset of Forward reaction prediction with 1.9M reactions from USPTO patents (1976-2016). Predict the product of the given reaction. Given the reactants [F:1][C:2]1[CH:7]=[CH:6][C:5]([CH2:8][CH2:9][C:10](O)=[O:11])=[CH:4][CH:3]=1.B.O.C(=O)([O-])[O-].[K+].[K+], predict the reaction product. The product is: [F:1][C:2]1[CH:3]=[CH:4][C:5]([CH2:8][CH2:9][CH2:10][OH:11])=[CH:6][CH:7]=1.